From a dataset of Full USPTO retrosynthesis dataset with 1.9M reactions from patents (1976-2016). Predict the reactants needed to synthesize the given product. (1) The reactants are: [CH3:1][O:2][C:3](=[O:12])[C:4]1[C:9]([CH3:10])=[CH:8][CH:7]=[CH:6][C:5]=1[Br:11].C1C(=O)N([Br:20])C(=O)C1. Given the product [CH3:1][O:2][C:3](=[O:12])[C:4]1[C:9]([CH2:10][Br:20])=[CH:8][CH:7]=[CH:6][C:5]=1[Br:11], predict the reactants needed to synthesize it. (2) Given the product [NH:1]1[C:9]2[C:4](=[CH:5][C:6]([C:10]3[CH:15]=[C:14]([C:16]4[S:17][C:18]5[C:24]([C:25]6[CH:26]=[CH:27][C:28]([Cl:31])=[CH:29][CH:30]=6)=[C:23]([C@H:32]([O:37][C:38]([CH3:40])([CH3:39])[CH3:41])[C:33]([OH:35])=[O:34])[C:22]([CH3:42])=[CH:21][C:19]=5[N:20]=4)[CH:13]=[CH:12][N:11]=3)=[CH:7][CH:8]=2)[CH:3]=[N:2]1, predict the reactants needed to synthesize it. The reactants are: [NH:1]1[C:9]2[C:4](=[CH:5][C:6]([C:10]3[CH:15]=[C:14]([C:16]4[S:17][C:18]5[C:24]([C:25]6[CH:30]=[CH:29][C:28]([Cl:31])=[CH:27][CH:26]=6)=[C:23]([C@H:32]([O:37][C:38]([CH3:41])([CH3:40])[CH3:39])[C:33]([O:35]C)=[O:34])[C:22]([CH3:42])=[CH:21][C:19]=5[N:20]=4)[CH:13]=[CH:12][N:11]=3)=[CH:7][CH:8]=2)[CH:3]=[N:2]1.O. (3) Given the product [CH2:21]([N:17]1[C:18]2[C:13](=[C:12]([OH:35])[C:11]([C:9]([NH:8][CH2:7][CH2:6][CH2:5][C:4]([OH:36])=[O:3])=[O:10])=[N:20][CH:19]=2)[CH:14]=[C:15]([C:29]2[CH:30]=[CH:31][CH:32]=[CH:33][CH:34]=2)[C:16]1=[O:28])[C:22]1[CH:27]=[CH:26][CH:25]=[CH:24][CH:23]=1, predict the reactants needed to synthesize it. The reactants are: C([O:3][C:4](=[O:36])[CH2:5][CH2:6][CH2:7][NH:8][C:9]([C:11]1[C:12]([OH:35])=[C:13]2[C:18](=[CH:19][N:20]=1)[N:17]([CH2:21][C:22]1[CH:27]=[CH:26][CH:25]=[CH:24][CH:23]=1)[C:16](=[O:28])[C:15]([C:29]1[CH:34]=[CH:33][CH:32]=[CH:31][CH:30]=1)=[CH:14]2)=[O:10])C.[OH-].[Na+].C1COCC1. (4) Given the product [F:1][C:2]1[CH:7]=[CH:6][C:5]([C:8]2[N:9]=[C:10]3[C:15]([O:16][CH:17]([CH3:19])[CH3:18])=[N:14][CH:13]=[CH:12][N:11]3[C:20]=2[C:21]2[CH:26]=[CH:25][N:24]=[C:23]([NH:31][CH2:32][C:33]([CH3:37])([CH3:36])[CH2:34][OH:35])[N:22]=2)=[CH:4][CH:3]=1, predict the reactants needed to synthesize it. The reactants are: [F:1][C:2]1[CH:7]=[CH:6][C:5]([C:8]2[N:9]=[C:10]3[C:15]([O:16][CH:17]([CH3:19])[CH3:18])=[N:14][CH:13]=[CH:12][N:11]3[C:20]=2[C:21]2[CH:26]=[CH:25][N:24]=[C:23](S(C)(=O)=O)[N:22]=2)=[CH:4][CH:3]=1.[NH2:31][CH2:32][C:33]([CH3:37])([CH3:36])[CH2:34][OH:35].